Predict the product of the given reaction. From a dataset of Forward reaction prediction with 1.9M reactions from USPTO patents (1976-2016). (1) Given the reactants [Cl:1][C:2]1[CH:3]=[CH:4][C:5]([F:33])=[C:6]([C:8]2[CH:17]=[C:16]([C:18]3[CH:19]=[N:20][CH:21]=[C:22]([C:24]#[C:25][Si](CC)(CC)CC)[CH:23]=3)[C:15]3[C:10](=[N:11][CH:12]=[CH:13][CH:14]=3)[N:9]=2)[CH:7]=1.[F-].C([N+](CCCC)(CCCC)CCCC)CCC.C(N(CC)CC)C.[N:59]([CH2:62][CH2:63][N:64]1[CH2:69][CH2:68][O:67][CH2:66][CH2:65]1)=[N+:60]=[N-:61], predict the reaction product. The product is: [Cl:1][C:2]1[CH:3]=[CH:4][C:5]([F:33])=[C:6]([C:8]2[CH:17]=[C:16]([C:18]3[CH:19]=[N:20][CH:21]=[C:22]([C:24]4[N:61]=[N:60][N:59]([CH2:62][CH2:63][N:64]5[CH2:65][CH2:66][O:67][CH2:68][CH2:69]5)[CH:25]=4)[CH:23]=3)[C:15]3[C:10](=[N:11][CH:12]=[CH:13][CH:14]=3)[N:9]=2)[CH:7]=1. (2) Given the reactants [N+:1]([C:4]1[CH:9]=[CH:8][CH:7]=[C:6]([CH3:10])[C:5]=1[CH2:11][O:12][C:13]1[CH:17]=[CH:16][N:15]([C:18]2[C:19]([O:25][CH3:26])=[N:20][C:21]([Cl:24])=[CH:22][CH:23]=2)[N:14]=1)([O-])=O.[H][H], predict the reaction product. The product is: [NH2:1][C:4]1[CH:9]=[CH:8][CH:7]=[C:6]([CH3:10])[C:5]=1[CH2:11][O:12][C:13]1[CH:17]=[CH:16][N:15]([C:18]2[C:19]([O:25][CH3:26])=[N:20][C:21]([Cl:24])=[CH:22][CH:23]=2)[N:14]=1. (3) Given the reactants FC(F)(F)C1N=C(NC2C=CC([C@@H](C)C(O)=O)=CC=2)SC=1.[C:22]([NH:25][C:26]1[CH:31]=[CH:30][C:29]([C@@H:32]([CH3:37])[C:33]([O:35]C)=[O:34])=[CH:28][CH:27]=1)(=[S:24])[NH2:23].Br[CH2:39][C:40](=O)[C:41]([CH3:44])([CH3:43])[CH3:42], predict the reaction product. The product is: [C:41]([C:40]1[N:23]=[C:22]([NH:25][C:26]2[CH:31]=[CH:30][C:29]([C@@H:32]([CH3:37])[C:33]([OH:35])=[O:34])=[CH:28][CH:27]=2)[S:24][CH:39]=1)([CH3:44])([CH3:43])[CH3:42].